The task is: Regression. Given two drug SMILES strings and cell line genomic features, predict the synergy score measuring deviation from expected non-interaction effect.. This data is from NCI-60 drug combinations with 297,098 pairs across 59 cell lines. (1) Drug 1: C1CN1C2=NC(=NC(=N2)N3CC3)N4CC4. Drug 2: CCN(CC)CCCC(C)NC1=C2C=C(C=CC2=NC3=C1C=CC(=C3)Cl)OC. Cell line: 786-0. Synergy scores: CSS=27.7, Synergy_ZIP=-5.34, Synergy_Bliss=-1.97, Synergy_Loewe=-11.5, Synergy_HSA=-1.13. (2) Drug 1: C1=CC(=CC=C1C#N)C(C2=CC=C(C=C2)C#N)N3C=NC=N3. Drug 2: C1=NC2=C(N=C(N=C2N1C3C(C(C(O3)CO)O)O)F)N. Cell line: SK-MEL-28. Synergy scores: CSS=-4.11, Synergy_ZIP=-0.223, Synergy_Bliss=-0.812, Synergy_Loewe=-8.70, Synergy_HSA=-7.17. (3) Drug 1: C1=CC(=CC=C1CCC2=CNC3=C2C(=O)NC(=N3)N)C(=O)NC(CCC(=O)O)C(=O)O. Drug 2: CN(C(=O)NC(C=O)C(C(C(CO)O)O)O)N=O. Cell line: SK-MEL-2. Synergy scores: CSS=13.4, Synergy_ZIP=-5.30, Synergy_Bliss=-5.36, Synergy_Loewe=-36.7, Synergy_HSA=-2.57.